From a dataset of Reaction yield outcomes from USPTO patents with 853,638 reactions. Predict the reaction yield, written as a fraction of the theoretical maximum amount of product (1.0 means a 100% yield; for example, 0.34 means a 34% yield). (1) The reactants are C[O:2][C:3](=O)[C:4]1[CH:9]=[CH:8][C:7]([NH:10][CH2:11][C:12]2[CH:13]=[N:14][C:15]([C:18]([F:21])([F:20])[F:19])=[CH:16][CH:17]=2)=[N:6][C:5]=1[F:22].[AlH4-].[Li+].O.O.O.O.O.O.O.O.O.O.S([O-])([O-])(=O)=O.[Na+].[Na+]. The catalyst is O1CCCC1. The product is [F:22][C:5]1[C:4]([CH2:3][OH:2])=[CH:9][CH:8]=[C:7]([NH:10][CH2:11][C:12]2[CH:13]=[N:14][C:15]([C:18]([F:21])([F:19])[F:20])=[CH:16][CH:17]=2)[N:6]=1. The yield is 0.937. (2) The reactants are [OH:1]/[N:2]=[C:3](/[C:6]1[CH:11]=[CH:10][CH:9]=[CH:8][CH:7]=1)\[C:4]#[N:5].Cl.Cl[CH2:14][C:15]1[N:16]=[C:17]([NH2:20])[S:18][CH:19]=1.[I-].[K+].C(=O)([O-])[O-].[Cs+].[Cs+]. The catalyst is C(#N)C.CN(C=O)C. The product is [NH2:20][C:17]1[S:18][CH:19]=[C:15]([CH2:14][O:1]/[N:2]=[C:3](/[C:6]2[CH:11]=[CH:10][CH:9]=[CH:8][CH:7]=2)\[C:4]#[N:5])[N:16]=1. The yield is 0.800. (3) The reactants are [CH2:1]([N:9]([C:11](=[S:13])[NH2:12])[NH2:10])[CH2:2][C:3]1[CH:8]=[CH:7][CH:6]=[CH:5][CH:4]=1.Cl[C:15](=[O:20])[C:16]([O:18][CH3:19])=[O:17]. The catalyst is C1COCC1. The product is [C:11]([N:9]([CH2:1][CH2:2][C:3]1[CH:8]=[CH:7][CH:6]=[CH:5][CH:4]=1)[NH:10][C:15](=[O:20])[C:16]([O:18][CH3:19])=[O:17])(=[S:13])[NH2:12]. The yield is 0.320. (4) The reactants are [C:1]([C:4]1[C:32](=[O:33])[C@@:8]2([CH3:34])[C:9]3[C:15]([OH:16])=[CH:14][C:13]([O:17][CH3:18])=[C:12]([C:19]([NH:21][CH2:22][C:23]4[C:28]([CH3:29])=[CH:27][C:26]([OH:30])=[CH:25][C:24]=4[CH3:31])=[O:20])[C:10]=3[O:11][C:7]2=[CH:6][C:5]=1[OH:35])(=[O:3])[CH3:2].C(=O)([O-])[O-].[K+].[K+].Br[CH2:43][C:44]#[C:45][CH3:46].Cl. The catalyst is CN(C)C=O. The product is [C:1]([C:4]1[C:32](=[O:33])[C@@:8]2([CH3:34])[C:9]3[C:15]([OH:16])=[CH:14][C:13]([O:17][CH3:18])=[C:12]([C:19]([NH:21][CH2:22][C:23]4[C:28]([CH3:29])=[CH:27][C:26]([O:30][CH2:43][C:44]#[C:45][CH3:46])=[CH:25][C:24]=4[CH3:31])=[O:20])[C:10]=3[O:11][C:7]2=[CH:6][C:5]=1[OH:35])(=[O:3])[CH3:2]. The yield is 0.360. (5) The reactants are [N+:1]([C:4]1[CH:9]=[CH:8][CH:7]=[CH:6][C:5]=1[NH:10][C:11]1[CH:12]=[C:13]([CH:23]=[CH:24][CH:25]=1)[CH2:14][NH:15][C:16](=[O:22])[O:17][C:18]([CH3:21])([CH3:20])[CH3:19])([O-])=O. The catalyst is [Pd].C(O)C. The product is [NH2:1][C:4]1[CH:9]=[CH:8][CH:7]=[CH:6][C:5]=1[NH:10][C:11]1[CH:12]=[C:13]([CH:23]=[CH:24][CH:25]=1)[CH2:14][NH:15][C:16](=[O:22])[O:17][C:18]([CH3:20])([CH3:21])[CH3:19]. The yield is 0.860. (6) The reactants are [CH2:1]([C:8]1[C:9]([NH:21][CH:22]([CH2:26][CH2:27][CH2:28][CH3:29])[C:23](O)=[O:24])=[N:10][CH:11]=[C:12]([C:14]2[CH:19]=[CH:18][C:17]([OH:20])=[CH:16][CH:15]=2)[N:13]=1)[C:2]1[CH:7]=[CH:6][CH:5]=[CH:4][CH:3]=1.N1C=CC=CC=1.C1(N=C=NC2CCCCC2)CCCCC1. The catalyst is C(Cl)Cl. The product is [CH2:1]([C:8]1[NH:13][C:12]([C:14]2[CH:19]=[CH:18][C:17]([OH:20])=[CH:16][CH:15]=2)=[CH:11][N:10]2[C:23](=[O:24])[C:22]([CH2:26][CH2:27][CH2:28][CH3:29])=[N:21][C:9]=12)[C:2]1[CH:7]=[CH:6][CH:5]=[CH:4][CH:3]=1. The yield is 0.890. (7) The reactants are [OH:1][NH:2][C:3]([C:5]1[CH:30]=[CH:29][C:8]2[NH:9][C:10]([C:12]3[CH:13]=[C:14]([C:19]4[CH:24]=[CH:23][C:22]([C:25](=[NH:28])[NH:26][OH:27])=[CH:21][CH:20]=4)[CH:15]=[CH:16][C:17]=3O)=[N:11][C:7]=2[CH:6]=1)=[NH:4].C(C1C=CC(C2C=CC=C(C3NC4C=CC(C#N)=CC=4N=3)C=2)=CC=1)#N. No catalyst specified. The product is [OH:1][NH:2][C:3]([C:5]1[CH:30]=[CH:29][C:8]2[NH:9][C:10]([C:12]3[CH:13]=[C:14]([C:19]4[CH:24]=[CH:23][C:22]([C:25](=[NH:28])[NH:26][OH:27])=[CH:21][CH:20]=4)[CH:15]=[CH:16][CH:17]=3)=[N:11][C:7]=2[CH:6]=1)=[NH:4]. The yield is 0.930.